From a dataset of Reaction yield outcomes from USPTO patents with 853,638 reactions. Predict the reaction yield, written as a fraction of the theoretical maximum amount of product (1.0 means a 100% yield; for example, 0.34 means a 34% yield). (1) The reactants are Cl[C:2]1[CH:7]=[CH:6][C:5]([Cl:8])=[CH:4][N:3]=1.[C:9]1(B(O)O)[CH:14]=[CH:13][CH:12]=[CH:11][CH:10]=1. The catalyst is C1C=CC(P(C2C=CC=CC=2)CCCCP(C2C=CC=CC=2)C2C=CC=CC=2)=CC=1.Cl[Pd]Cl. The product is [Cl:8][C:5]1[CH:6]=[CH:7][C:2]([C:9]2[CH:14]=[CH:13][CH:12]=[CH:11][CH:10]=2)=[N:3][CH:4]=1. The yield is 0.750. (2) The reactants are [CH2:1]([OH:4])[CH2:2][OH:3].[H-].[Na+].[CH:7]1([CH3:24])[CH2:12][CH2:11][CH:10]([CH:13]([CH3:15])[CH3:14])[CH:9]([O:16][CH:17]([CH2:19]S([O-])(=O)=O)C)[CH2:8]1.C(OC(C)C)(C)C. The catalyst is CN(C=O)C. The product is [CH:7]1([CH3:24])[CH2:12][CH2:11][CH:10]([CH:13]([CH3:14])[CH3:15])[CH:9]([O:16][CH2:17][CH2:19][O:3][CH2:2][CH2:1][OH:4])[CH2:8]1. The yield is 0.985. (3) The reactants are [NH2:1][C:2]1[CH:18]=[CH:17][C:5]([C:6]([C:8]2[CH:16]=[CH:15][CH:14]=[CH:13][C:9]=2[C:10]([OH:12])=[O:11])=[O:7])=[CH:4][C:3]=1[N+:19]([O-:21])=[O:20].C(=O)([O-])[O-].[K+].[K+].[CH2:28](Br)[C:29]1[CH:34]=[CH:33][CH:32]=[CH:31][CH:30]=1. The catalyst is CN(C)C=O. The product is [NH2:1][C:2]1[CH:18]=[CH:17][C:5]([C:6]([C:8]2[CH:16]=[CH:15][CH:14]=[CH:13][C:9]=2[C:10]([O:12][CH2:28][C:29]2[CH:34]=[CH:33][CH:32]=[CH:31][CH:30]=2)=[O:11])=[O:7])=[CH:4][C:3]=1[N+:19]([O-:21])=[O:20]. The yield is 0.810. (4) The reactants are [CH3:1][N:2]1[C:6]([CH3:7])=[C:5]([C:8]([NH:10][C:11]2[CH:33]=[CH:32][C:14]([O:15][C:16]3[CH:21]=[CH:20][N:19]=[C:18]([NH:22][C:23](=O)[O:24]C4C=CC=CC=4)[CH:17]=3)=[C:13]([F:34])[CH:12]=2)=[O:9])[C:4](=[O:35])[N:3]1[C:36]1[CH:41]=[CH:40][CH:39]=[CH:38][CH:37]=1.[CH3:42][NH:43][CH2:44][CH3:45]. The catalyst is CN1C(=O)CCC1. The product is [CH2:44]([N:43]([CH3:42])[C:23](=[O:24])[NH:22][C:18]1[CH:17]=[C:16]([O:15][C:14]2[CH:32]=[CH:33][C:11]([NH:10][C:8]([C:5]3[C:4](=[O:35])[N:3]([C:36]4[CH:37]=[CH:38][CH:39]=[CH:40][CH:41]=4)[N:2]([CH3:1])[C:6]=3[CH3:7])=[O:9])=[CH:12][C:13]=2[F:34])[CH:21]=[CH:20][N:19]=1)[CH3:45]. The yield is 0.620. (5) The reactants are [C:1]([O:5][C:6](=[O:8])[CH3:7])([CH3:4])([CH3:3])[CH3:2].C([Si](C)(C)[O:14][CH:15]([C:40]([CH3:43])([CH3:42])[CH3:41])[CH2:16][O:17][C:18]1[CH:23]=[CH:22][C:21]([C:24]([C:29]2[S:33][C:32]([S:34]([NH2:37])(=[O:36])=[O:35])=[C:31]([CH3:38])[CH:30]=2)([CH2:27][CH3:28])[CH2:25][CH3:26])=[CH:20][C:19]=1[CH3:39])(C)(C)C.[F-].C([N+](CCCC)(CCCC)CCCC)CCC. The catalyst is CCOC(C)=O. The product is [C:1]([O:5][C:6](=[O:8])[CH3:7])([CH3:4])([CH3:3])[CH3:2].[CH2:25]([C:24]([C:29]1[S:33][C:32]([S:34]([NH2:37])(=[O:36])=[O:35])=[C:31]([CH3:38])[CH:30]=1)([C:21]1[CH:22]=[CH:23][C:18]([O:17][CH2:16][CH:15]([OH:14])[C:40]([CH3:42])([CH3:43])[CH3:41])=[C:19]([CH3:39])[CH:20]=1)[CH2:27][CH3:28])[CH3:26]. The yield is 0.630. (6) The reactants are [OH-].[K+].C([O:5][C:6](=[O:25])[C:7]([CH2:14][C:15]1[CH:20]=[CH:19][C:18]([C:21](=O)[CH3:22])=[CH:17][C:16]=1[Br:24])(C)[C:8](OCC)=O)C.O.NN. The catalyst is C(O)CO. The product is [Br:24][C:16]1[CH:17]=[C:18]([CH2:21][CH3:22])[CH:19]=[CH:20][C:15]=1[CH2:14][CH:7]([CH3:8])[C:6]([OH:25])=[O:5]. The yield is 0.610. (7) The reactants are Br[C:2]1[CH:3]=[C:4]([NH:10][C:11]2[CH:12]=[C:13]3[C:18](=[CH:19][CH:20]=2)[CH2:17][N:16]([CH:21]2[CH2:24][O:23][CH2:22]2)[CH2:15][CH2:14]3)[C:5](=[O:9])[N:6]([CH3:8])[CH:7]=1.[C:25]([O:28][CH2:29][C:30]1[C:35]([N:36]2[CH2:48][CH2:47][N:39]3[C:40]4[CH2:41][CH2:42][CH2:43][CH2:44][C:45]=4[CH:46]=[C:38]3[C:37]2=[O:49])=[CH:34][C:33]([F:50])=[CH:32][C:31]=1B1OC(C)(C)C(C)(C)O1)(=[O:27])[CH3:26].P([O-])([O-])([O-])=O.[K+].[K+].[K+].C([O-])(=O)C.[Na+]. The catalyst is ClCCl.[Pd](Cl)Cl.C1(P(C2C=CC=CC=2)[C-]2C=CC=C2)C=CC=CC=1.[C-]1(P(C2C=CC=CC=2)C2C=CC=CC=2)C=CC=C1.[Fe+2].O.C(#N)C. The product is [C:25]([O:28][CH2:29][C:30]1[C:35]([N:36]2[CH2:48][CH2:47][N:39]3[C:40]4[CH2:41][CH2:42][CH2:43][CH2:44][C:45]=4[CH:46]=[C:38]3[C:37]2=[O:49])=[CH:34][C:33]([F:50])=[CH:32][C:31]=1[C:2]1[CH:3]=[C:4]([NH:10][C:11]2[CH:12]=[C:13]3[C:18](=[CH:19][CH:20]=2)[CH2:17][N:16]([CH:21]2[CH2:24][O:23][CH2:22]2)[CH2:15][CH2:14]3)[C:5](=[O:9])[N:6]([CH3:8])[CH:7]=1)(=[O:27])[CH3:26]. The yield is 0.500.